This data is from Reaction yield outcomes from USPTO patents with 853,638 reactions. The task is: Predict the reaction yield, written as a fraction of the theoretical maximum amount of product (1.0 means a 100% yield; for example, 0.34 means a 34% yield). (1) The reactants are [F:1][C:2]([F:32])([F:31])[C:3]1[CH:4]=[C:5]([CH:28]=[CH:29][CH:30]=1)[O:6][C:7]1[CH:8]=[C:9]([C:13]2[S:17][C:16]([NH:18][C:19]3[CH:20]=[C:21]([C:25](=[O:27])[CH3:26])[CH:22]=[CH:23][CH:24]=3)=[N:15][N:14]=2)[CH:10]=[CH:11][CH:12]=1.N(C1C=CC(C(O)=[O:40])=CC=1)N. The catalyst is C(O)C. The product is [C:25]([C:21]1[CH:20]=[C:19]([NH:18][C:16]([NH:15][NH:14][C:13]([C:9]2[CH:10]=[CH:11][CH:12]=[C:7]([O:6][C:5]3[CH:28]=[CH:29][CH:30]=[C:3]([C:2]([F:32])([F:31])[F:1])[CH:4]=3)[CH:8]=2)=[O:40])=[S:17])[CH:24]=[CH:23][CH:22]=1)(=[O:27])[CH3:26]. The yield is 0.570. (2) The catalyst is CCOC(C)=O. The product is [CH3:8][C:9]1[C:20]([NH:21][C:22](=[O:24])[CH3:23])=[CH:19][C:12]2[CH2:13][CH2:14][CH2:15][C:16]3([CH2:17][C:11]=2[CH:10]=1)[O:38][CH2:37][CH2:36][O:18]3. The yield is 0.730. The reactants are C1(C)C=CC=CC=1.[CH3:8][C:9]1[C:20]([NH:21][C:22](=[O:24])[CH3:23])=[CH:19][C:12]2[CH2:13][CH2:14][CH2:15][C:16](=[O:18])[CH2:17][C:11]=2[CH:10]=1.S(O)(C1C=CC(C)=CC=1)(=O)=O.[CH2:36](O)[CH2:37][OH:38]. (3) The product is [Cl:15][CH2:14][CH2:13][O:12][C:9]1[CH:10]=[C:11]2[C:6](=[CH:7][C:8]=1[O:16][CH3:17])[N:5]=[CH:4][N:3]=[C:2]2[NH:18][C:19]1[C:24]([Cl:25])=[CH:23][N:22]=[C:21]2[O:26][CH2:27][O:28][C:20]=12. The reactants are Cl[C:2]1[C:11]2[C:6](=[CH:7][C:8]([O:16][CH3:17])=[C:9]([O:12][CH2:13][CH2:14][Cl:15])[CH:10]=2)[N:5]=[CH:4][N:3]=1.[NH2:18][C:19]1[C:24]([Cl:25])=[CH:23][N:22]=[C:21]2[O:26][CH2:27][O:28][C:20]=12. The yield is 0.590. No catalyst specified. (4) The reactants are CS(O)(=O)=O.[O:6]=[C:7]1[N:20]([CH:21]2[CH2:26][CH2:25][NH:24][CH2:23][CH2:22]2)[CH2:19][C:11]2[C:12]3[CH:13]=[N:14][NH:15][C:16]=3[CH:17]=[CH:18][C:10]=2[CH2:9][C@H:8]1[NH:27][C:28](=[O:37])[O:29][CH2:30][C:31]1[CH:36]=[CH:35][CH:34]=[CH:33][CH:32]=1.C(N(CC)CC)C.[C:45](OC(=O)C)(=[O:47])[CH3:46].C(=O)([O-])[O-].[K+].[K+]. The catalyst is ClCCl. The product is [C:45]([N:24]1[CH2:25][CH2:26][CH:21]([N:20]2[C:7](=[O:6])[C@H:8]([NH:27][C:28](=[O:37])[O:29][CH2:30][C:31]3[CH:36]=[CH:35][CH:34]=[CH:33][CH:32]=3)[CH2:9][C:10]3[CH:18]=[CH:17][C:16]4[NH:15][N:14]=[CH:13][C:12]=4[C:11]=3[CH2:19]2)[CH2:22][CH2:23]1)(=[O:47])[CH3:46]. The yield is 0.430.